Predict which catalyst facilitates the given reaction. From a dataset of Catalyst prediction with 721,799 reactions and 888 catalyst types from USPTO. (1) The catalyst class is: 5. Reactant: [OH-].[Na+].[O:3]=[C:4]1[C:8]([C:9]2[CH:14]=[CH:13][C:12]([C:15]([F:18])([F:17])[F:16])=[CH:11][CH:10]=2)=[N:7][C:6]2([CH2:23][CH2:22][CH2:21][CH2:20][CH2:19]2)[N:5]1[CH2:24][C:25]([O:27]CC)=[O:26].O. Product: [O:3]=[C:4]1[C:8]([C:9]2[CH:14]=[CH:13][C:12]([C:15]([F:18])([F:16])[F:17])=[CH:11][CH:10]=2)=[N:7][C:6]2([CH2:23][CH2:22][CH2:21][CH2:20][CH2:19]2)[N:5]1[CH2:24][C:25]([OH:27])=[O:26]. (2) Reactant: [N:1]([C@@H:4]1[C:16]2[C:8](=[CH:9][C:10]3[O:14][CH2:13][O:12][C:11]=3[CH:15]=2)[C@@H:7]([C:17]2[CH:22]=[C:21]([O:23][CH3:24])[C:20]([OH:25])=[C:19]([O:26][CH3:27])[CH:18]=2)[C@H:6]2[C:28](=[O:31])[O:29][CH2:30][C@H:5]12)=[N+:2]=[N-:3].[CH2:32](Br)[C:33]1[CH:38]=[CH:37][CH:36]=[CH:35][CH:34]=1.C([O-])([O-])=O.[K+].[K+]. Product: [N:1]([C@@H:4]1[C:16]2[C:8](=[CH:9][C:10]3[O:14][CH2:13][O:12][C:11]=3[CH:15]=2)[C@@H:7]([C:17]2[CH:22]=[C:21]([O:23][CH3:24])[C:20]([O:25][CH2:32][C:33]3[CH:38]=[CH:37][CH:36]=[CH:35][CH:34]=3)=[C:19]([O:26][CH3:27])[CH:18]=2)[C@H:6]2[C:28](=[O:31])[O:29][CH2:30][C@H:5]12)=[N+:2]=[N-:3]. The catalyst class is: 210. (3) Reactant: [CH3:1][C:2]1[CH:7]=[CH:6][C:5]([S:8]([NH2:11])(=[O:10])=[O:9])=[CH:4][CH:3]=1.[H-].[Na+].Cl[C:15]1[CH:20]=[C:19]([C:21]2[CH:33]=[CH:32][C:24]3[N:25]=[C:26]([NH:28][C:29](=[O:31])[CH3:30])[S:27][C:23]=3[CH:22]=2)[CH:18]=[CH:17][N:16]=1.CC1(C)C2C(=C(P(C3C=CC=CC=3)C3C=CC=CC=3)C=CC=2)OC2C(P(C3C=CC=CC=3)C3C=CC=CC=3)=CC=CC1=2. Product: [CH3:1][C:2]1[CH:3]=[CH:4][C:5]([S:8]([NH:11][C:15]2[CH:20]=[C:19]([C:21]3[CH:33]=[CH:32][C:24]4[N:25]=[C:26]([NH:28][C:29](=[O:31])[CH3:30])[S:27][C:23]=4[CH:22]=3)[CH:18]=[CH:17][N:16]=2)(=[O:10])=[O:9])=[CH:6][CH:7]=1. The catalyst class is: 274. (4) Reactant: [C:1]1([CH:7]([OH:15])[CH2:8][CH2:9]CS([O-])(=O)=O)[CH:6]=[CH:5][CH:4]=[CH:3][CH:2]=1.[OH-].[NH4+:17]. Product: [NH2:17][CH2:9][CH2:8][CH:7]([C:1]1[CH:6]=[CH:5][CH:4]=[CH:3][CH:2]=1)[OH:15]. The catalyst class is: 7.